This data is from Forward reaction prediction with 1.9M reactions from USPTO patents (1976-2016). The task is: Predict the product of the given reaction. (1) Given the reactants C1N=CN([C:6](N2C=NC=C2)=[O:7])C=1.[Cl:13][C:14]1[CH:19]=[CH:18][N:17]=[C:16]([NH2:20])[C:15]=1[CH2:21][NH:22][CH2:23][C:24]1[CH:29]=[CH:28][C:27]([O:30][CH3:31])=[CH:26][CH:25]=1, predict the reaction product. The product is: [Cl:13][C:14]1[C:15]2[CH2:21][N:22]([CH2:23][C:24]3[CH:29]=[CH:28][C:27]([O:30][CH3:31])=[CH:26][CH:25]=3)[C:6](=[O:7])[NH:20][C:16]=2[N:17]=[CH:18][CH:19]=1. (2) Given the reactants [NH2:1][C:2]1[CH:3]=[C:4]([CH:16]=[CH:17][CH:18]=1)[O:5][C:6]1[CH:11]=[CH:10][N:9]=[C:8]2[NH:12][C:13](=[O:15])[NH:14][C:7]=12.[F:19][C:20]([F:33])([F:32])[O:21][C:22]1[CH:23]=[C:24]([CH2:28][C:29](Cl)=[O:30])[CH:25]=[CH:26][CH:27]=1, predict the reaction product. The product is: [O:15]=[C:13]1[NH:12][C:8]2=[N:9][CH:10]=[CH:11][C:6]([O:5][C:4]3[CH:3]=[C:2]([NH:1][C:29](=[O:30])[CH2:28][C:24]4[CH:25]=[CH:26][CH:27]=[C:22]([O:21][C:20]([F:32])([F:19])[F:33])[CH:23]=4)[CH:18]=[CH:17][CH:16]=3)=[C:7]2[NH:14]1. (3) Given the reactants [Cl:1][C:2]1[CH:7]=[C:6]([F:8])[C:5]([N+:9]([O-])=O)=[CH:4][C:3]=1[N:12]1[CH2:17][C:16]2[CH:18]=[N:19][C:20]([N:22](OC)[CH3:23])=[CH:21][C:15]=2[N:14]([CH2:26][CH3:27])[C:13]1=[O:28].[H][H], predict the reaction product. The product is: [NH2:9][C:5]1[C:6]([F:8])=[CH:7][C:2]([Cl:1])=[C:3]([N:12]2[CH2:17][C:16]3[CH:18]=[N:19][C:20]([NH:22][CH3:23])=[CH:21][C:15]=3[N:14]([CH2:26][CH3:27])[C:13]2=[O:28])[CH:4]=1. (4) The product is: [NH2:1][C@H:2]1[CH2:7][CH2:6][C@H:5]([CH2:8][OH:9])[CH2:4][CH2:3]1. Given the reactants [NH2:1][C@H:2]1[CH2:7][CH2:6][C@H:5]([C:8](O)=[O:9])[CH2:4][CH2:3]1.[H-].COCCO[Al+]OCCOC.[Na+].[H-].C1(C)C=CC=CC=1.[OH-].[Na+], predict the reaction product. (5) Given the reactants [CH:1]1([C:4]([N:6]2[CH2:10][CH2:9][C@@H:8]([CH2:11][N:12]3[C:20]4[CH:19]=[CH:18][N:17]=[CH:16][C:15]=4[N:14]=[C:13]3[C:21]3[CH:26]=[CH:25][C:24](B4OC(C)(C)C(C)(C)O4)=[CH:23][CH:22]=3)[CH2:7]2)=[O:5])[CH2:3][CH2:2]1.Br[C:37]1[CH:38]=[C:39]2[NH:45][CH:44]=[CH:43][C:40]2=[N:41][CH:42]=1.C(=O)([O-])[O-].[K+].[K+], predict the reaction product. The product is: [CH:1]1([C:4]([N:6]2[CH2:10][CH2:9][C@@H:8]([CH2:11][N:12]3[C:20]4[CH:19]=[CH:18][N:17]=[CH:16][C:15]=4[N:14]=[C:13]3[C:21]3[CH:26]=[CH:25][C:24]([C:37]4[CH:38]=[C:39]5[NH:45][CH:44]=[CH:43][C:40]5=[N:41][CH:42]=4)=[CH:23][CH:22]=3)[CH2:7]2)=[O:5])[CH2:3][CH2:2]1.